This data is from Forward reaction prediction with 1.9M reactions from USPTO patents (1976-2016). The task is: Predict the product of the given reaction. (1) Given the reactants [C:1]12([CH2:11][C:12]([NH:14][C:15]3[C:16]4[CH2:24][CH2:23][N:22](CC5C=CC=CC=5)[CH2:21][C:17]=4[N:18]=[CH:19][N:20]=3)=[O:13])[CH2:10][CH:5]3[CH2:6][CH:7]([CH2:9][CH:3]([CH2:4]3)[CH2:2]1)[CH2:8]2, predict the reaction product. The product is: [C:1]12([CH2:11][C:12]([NH:14][C:15]3[C:16]4[CH2:24][CH2:23][NH:22][CH2:21][C:17]=4[N:18]=[CH:19][N:20]=3)=[O:13])[CH2:8][CH:7]3[CH2:9][CH:3]([CH2:4][CH:5]([CH2:6]3)[CH2:10]1)[CH2:2]2. (2) Given the reactants C(N(CC)C(=O)OC[N:7]1[CH:11]=[C:10]([C:12]2[C:23](=[O:24])[N:22]([CH:25]([CH3:27])[CH3:26])[C:15]3[N:16]=[C:17]([NH2:21])[N:18]=[C:19]([CH3:20])[C:14]=3[CH:13]=2)[N:9]=[N:8]1)C.[OH-].[Na+], predict the reaction product. The product is: [NH2:21][C:17]1[N:18]=[C:19]([CH3:20])[C:14]2[CH:13]=[C:12]([C:10]3[N:9]=[N:8][NH:7][CH:11]=3)[C:23](=[O:24])[N:22]([CH:25]([CH3:26])[CH3:27])[C:15]=2[N:16]=1. (3) Given the reactants [CH2:1]([O:8][CH2:9][CH2:10][C:11]1[N:15]=[C:14]([CH2:16][C:17]#[N:18])[NH:13][N:12]=1)[C:2]1[CH:7]=[CH:6][CH:5]=[CH:4][CH:3]=1.C([O:21][C:22](=O)[CH:23]([C:27]1[CH:32]=[CH:31][CH:30]=[CH:29][CH:28]=1)[C:24]([CH3:26])=O)C.C([O-])(=O)C.[NH4+], predict the reaction product. The product is: [CH2:1]([O:8][CH2:9][CH2:10][C:11]1[NH:15][C:14]2=[C:16]([C:17]#[N:18])[C:24]([CH3:26])=[C:23]([C:27]3[CH:32]=[CH:31][CH:30]=[CH:29][CH:28]=3)[C:22](=[O:21])[N:13]2[N:12]=1)[C:2]1[CH:7]=[CH:6][CH:5]=[CH:4][CH:3]=1. (4) Given the reactants [Br:1][C:2]1[C:3](=[O:28])[N:4]([CH2:19][C:20]2[CH:25]=[N:24][C:23]([CH2:26][OH:27])=[CH:22][N:21]=2)[C:5]([CH3:18])=[CH:6][C:7]=1[O:8][CH2:9][C:10]1[CH:15]=[CH:14][C:13]([F:16])=[CH:12][C:11]=1[F:17].[H-].[Na+].I[CH3:32], predict the reaction product. The product is: [Br:1][C:2]1[C:3](=[O:28])[N:4]([CH2:19][C:20]2[CH:25]=[N:24][C:23]([CH2:26][O:27][CH3:32])=[CH:22][N:21]=2)[C:5]([CH3:18])=[CH:6][C:7]=1[O:8][CH2:9][C:10]1[CH:15]=[CH:14][C:13]([F:16])=[CH:12][C:11]=1[F:17]. (5) Given the reactants [H-].[Na+].[OH:3][CH2:4][C:5]([OH:7])=[O:6].[CH2:8](Br)[C:9]1[CH:14]=[CH:13][CH:12]=[CH:11][CH:10]=1, predict the reaction product. The product is: [OH:3][CH2:4][C:5]([O:7][CH2:8][C:9]1[CH:14]=[CH:13][CH:12]=[CH:11][CH:10]=1)=[O:6]. (6) Given the reactants [CH2:1]([C:8]1[S:12][C:11]2[CH:13]=[CH:14][CH:15]=[CH:16][C:10]=2[C:9]=1[C:17]1[CH:22]=[CH:21][C:20]([C:23]2[CH:28]=[C:27]([Br:29])[C:26]([OH:30])=[C:25]([Br:31])[CH:24]=2)=[CH:19][CH:18]=1)[C:2]1[CH:7]=[CH:6][CH:5]=[CH:4][CH:3]=1.C[O:33][C:34](=[O:45])[C@H:35](O)[CH2:36][CH2:37][C:38]1[CH:43]=[CH:42][CH:41]=[CH:40][CH:39]=1, predict the reaction product. The product is: [CH2:1]([C:8]1[S:12][C:11]2[CH:13]=[CH:14][CH:15]=[CH:16][C:10]=2[C:9]=1[C:17]1[CH:18]=[CH:19][C:20]([C:23]2[CH:28]=[C:27]([Br:29])[C:26]([O:30][C@@H:35]([CH2:36][CH2:37][C:38]3[CH:43]=[CH:42][CH:41]=[CH:40][CH:39]=3)[C:34]([OH:45])=[O:33])=[C:25]([Br:31])[CH:24]=2)=[CH:21][CH:22]=1)[C:2]1[CH:3]=[CH:4][CH:5]=[CH:6][CH:7]=1.